Dataset: Full USPTO retrosynthesis dataset with 1.9M reactions from patents (1976-2016). Task: Predict the reactants needed to synthesize the given product. (1) Given the product [F:1][CH2:2][CH:3]([O:6][C:18]1[CH:23]=[C:22]([F:24])[CH:21]=[CH:20][C:19]=1[N+:25]([O-:27])=[O:26])[CH2:4][F:5], predict the reactants needed to synthesize it. The reactants are: [F:1][CH2:2][CH:3]([OH:6])[CH2:4][F:5].[Li+].C[Si]([N-][Si](C)(C)C)(C)C.F[C:18]1[CH:23]=[C:22]([F:24])[CH:21]=[CH:20][C:19]=1[N+:25]([O-:27])=[O:26]. (2) Given the product [OH:8][C:9]1[CH:10]=[CH:11][C:12]([O:28][CH3:29])=[C:13]([CH:15]([C:22]2[S:23][C:24]([CH3:27])=[CH:25][N:26]=2)[CH2:16][C:17]([O:19][CH2:20][CH3:21])=[O:18])[CH:14]=1, predict the reactants needed to synthesize it. The reactants are: C([O:8][C:9]1[CH:10]=[CH:11][C:12]([O:28][CH3:29])=[C:13](/[C:15](/[C:22]2[S:23][C:24]([CH3:27])=[CH:25][N:26]=2)=[CH:16]/[C:17]([O:19][CH2:20][CH3:21])=[O:18])[CH:14]=1)C1C=CC=CC=1.CC(O)=O.O.